This data is from Forward reaction prediction with 1.9M reactions from USPTO patents (1976-2016). The task is: Predict the product of the given reaction. The product is: [Br:10][C:11]1[CH:16]=[CH:15][C:14]([O:17][C:2]2[CH:9]=[CH:8][CH:7]=[CH:6][C:3]=2[C:4]#[N:5])=[CH:13][CH:12]=1. Given the reactants F[C:2]1[CH:9]=[CH:8][CH:7]=[CH:6][C:3]=1[C:4]#[N:5].[Br:10][C:11]1[CH:16]=[CH:15][C:14]([OH:17])=[CH:13][CH:12]=1.C(=O)([O-])[O-].[K+].[K+], predict the reaction product.